From a dataset of Experimentally validated miRNA-target interactions with 360,000+ pairs, plus equal number of negative samples. Binary Classification. Given a miRNA mature sequence and a target amino acid sequence, predict their likelihood of interaction. (1) The protein sequence of the target gene is MAAAAVVAATVPAQSMGADGASSVHWFRKGLRLHDNPALLAAVRGARCVRCVYILDPWFAASSSVGINRWRFLLQSLEDLDTSLRKLNSRLFVVRGQPADVFPRLFKEWGVTRLTFEYDSEPFGKERDAAIMKMAKEAGVEVVTENSHTLYDLDRIIELNGQKPPLTYKRFQALISRMELPKKPAVAVSSQQMESCRAEIQENHDDTYGVPSLEELGFPTEGLGPAVWQGGETEALARLDKHLERKAWVANYERPRMNANSLLASPTGLSPYLRFGCLSCRLFYYRLWDLYKKVKRNSTP.... The miRNA is hsa-miR-27b-3p with sequence UUCACAGUGGCUAAGUUCUGC. Result: 0 (no interaction). (2) The miRNA is mmu-miR-3091-5p with sequence CAUGGGUCUGGUUGGGCCCGC. The protein sequence of the target gene is MHTDLDTDMDMDTETTALCPSGSRRASPPGTPTPEADATLLKKSEKLLAELDRSGLPSAPGAPRRRGSMPVPYKHQLRRAQAVDELDWPPQASSSGSSDSLGSGEAAPAQKDGIFKVMLVGESGVGKSTLAGTFGGLQGDSAHEPENPEDTYERRIMVDKEEVTLVVYDIWEQGDAGGWLRDHCLQTGDAFLIVFSVTDRRSFSKVPETLLRLRAGRPHHDLPVILVGNKSDLARSREVSLEEGRHLAGTLSCKHIETSAALHHNTRELFEGAVRQIRLRRGRNHAGGQRPDPGSPEGPA.... Result: 0 (no interaction). (3) The miRNA is mmu-miR-28a-5p with sequence AAGGAGCUCACAGUCUAUUGAG. The protein sequence of the target gene is MGAPALPQIWQLYLKNYRIATFKNWPFLEDCACTPERMAEAGFIHCPTENEPDLAQCFFCFKELEGWEPDDNPIEEHRKHSPGCAFLTVKKQMEELTVSEFLKLDRQRAKNKIAKETNNKQKEFEETAKTTRQSIEQLAA. Result: 0 (no interaction). (4) The miRNA is hsa-miR-6862-3p with sequence CCUCACCCAGCUCUCUGGCCCUCU. The protein sequence of the target gene is MDFLNHNYLSARASYDYTFNFWNDYLGLSTLVTKNSKHSVPQNPNSITESLKATLGLDDSPPCPCVMGEGDSGGHLDSCCCPPPASISILDLKERFSILSPFQNQNQGSLLSSSQEREIGIGGGFAGFDLFGVERKMRKPAARNKQEPKICVFCRNNGAPEEVYGSHVLKTPDGRVVCPILRAYTCPLCSANGDNAHTIKYCPLSKDQPAQRVLKGGRAVGGKRVKIF. Result: 0 (no interaction). (5) The miRNA is hsa-miR-4786-5p with sequence UGAGACCAGGACUGGAUGCACC. Result: 1 (interaction). The protein sequence of the target gene is MEAARTAVLRVKRKRSAEPAEALVLACKRLRSDAVESAAQKTSEGLERAAENNVFHLVATVCSQEEPVQPLLREVLRPSRDSQQRVRRNLRASAREVRQEGRYRVLSSRRSLGTTSSGQESEYTPGNPEAAGNSGFQLLDLVHEEGEPEAASAGSCKTSDPDVILCNSVELIRERLTVSEDGPGVRRQEEQKHDDYVYDIYYLETATPGWIENILSVQPYSQEWELVNDDQEPEDIYDDEDDENSENNWRNEYPEEESSDGDEDSRGSADYNSLSEEERGSSRQRMWSKYPLDVQKEFGY.... (6) The miRNA is hsa-miR-876-3p with sequence UGGUGGUUUACAAAGUAAUUCA. The protein sequence of the target gene is MAWVKFLRKPGGNLGKVYQPGSMLSLAPTKGLLNEPGQNSCFLNSAVQVLWQLDIFRRSLRVLTGHVCQGDACIFCALKTIFAQFQHSREKALPSDNIRHALAESFKDEQRFQLGLMDDAAECFENMLERIHFHIVPSRDADMCTSKSCITHQKFAMTLYEQCVCRSCGASSDPLPFTEFVRYISTTALCNEVERMLERHERFKPEMFAELLQAANTTDDYRKCPSNCGQKIKIRRVLMNCPEIVTIGLVWDSEHSDLTEAVVRNLATHLYLPGLFYRVTDENAKNSELNLVGMICYTSQ.... Result: 1 (interaction). (7) The miRNA is dme-miR-263b-5p with sequence CUUGGCACUGGGAGAAUUCAC. The protein sequence of the target gene is MPGGAGAARLCLLAFALQPLRPRAAREPGWTRGSEEGSPKLQHELIIPQWKTSESPVREKHPLKAELRVMAEGRELILDLEKNEQLFAPSYTETHYTSSGNPQTTTRKLEDHCFYHGTVRETELSSVTLSTCRGIRGLITVSSNLSYVIEPLPDSKGQHLIYRSEHLKPPPGNCGFEHSKPTTRDWALQFTQQTKKRPRRMKREDLNSMKYVELYLVADYLEFQKNRRDQDATKHKLIEIANYVDKFYRSLNIRIALVGLEVWTHGNMCEVSENPYSTLWSFLSWRRKLLAQKYHDNAQL.... Result: 0 (no interaction).